Dataset: Reaction yield outcomes from USPTO patents with 853,638 reactions. Task: Predict the reaction yield, written as a fraction of the theoretical maximum amount of product (1.0 means a 100% yield; for example, 0.34 means a 34% yield). (1) The reactants are Cl[C:2]1[C:3](=[O:16])[N:4]([C:9]2[CH:14]=[CH:13][C:12]([F:15])=[CH:11][CH:10]=2)[CH:5]=[C:6]([Cl:8])N=1.[CH3:17][O-:18].[Na+].Cl.[CH3:21]O. No catalyst specified. The product is [Cl:8][C:6]1[CH:21]=[C:2]([O:18][CH3:17])[C:3](=[O:16])[N:4]([C:9]2[CH:14]=[CH:13][C:12]([F:15])=[CH:11][CH:10]=2)[CH:5]=1. The yield is 1.00. (2) The reactants are COC1C=CC(P2(SP(C3C=CC(OC)=CC=3)(=S)S2)=[S:10])=CC=1.[CH3:23][C:24]1([CH3:62])[N:28]([C:29]([O:31][C:32]([CH3:35])([CH3:34])[CH3:33])=[O:30])[C@:27]([CH3:61])([C:36]([NH:38][NH:39][C:40](=O)[C:41]2[CH:46]=[CH:45][C:44]([O:47][CH2:48][CH2:49][CH2:50][CH2:51][CH2:52][CH2:53][CH2:54][CH3:55])=[C:43]([C:56]([F:59])([F:58])[F:57])[CH:42]=2)=O)[CH2:26][O:25]1.C([O-])(O)=O.[Na+].CCCCCCC. The catalyst is C1(C)C=CC=CC=1. The product is [CH3:23][C:24]1([CH3:62])[N:28]([C:29]([O:31][C:32]([CH3:35])([CH3:34])[CH3:33])=[O:30])[C@@:27]([CH3:61])([C:36]2[S:10][C:40]([C:41]3[CH:46]=[CH:45][C:44]([O:47][CH2:48][CH2:49][CH2:50][CH2:51][CH2:52][CH2:53][CH2:54][CH3:55])=[C:43]([C:56]([F:59])([F:58])[F:57])[CH:42]=3)=[N:39][N:38]=2)[CH2:26][O:25]1. The yield is 0.740. (3) The reactants are [Cl:1][C:2]1[CH:7]=[CH:6][CH:5]=[CH:4][C:3]=1/[CH:8]=[CH:9]/[CH3:10].CC[C@H]1[C@H]2C[C@H]([C@H](OC3C4C(=CC=CC=4)C(O[C@H](C4C=CN=C5C=4C=C(OC)C=C5)[C@@H]4N5C[C@H](CC)[C@@H](CC5)C4)=NN=3)C3C=CN=C4C=3C=C([O:32]C)C=C4)N(CC2)C1.CC(O)(C)C.[OH2:74]. No catalyst specified. The product is [Cl:1][C:2]1[CH:7]=[CH:6][CH:5]=[CH:4][C:3]=1[C@H:8]([OH:32])[C@@H:9]([OH:74])[CH3:10]. The yield is 0.900. (4) The reactants are [C:9](O[C:9]([O:11][C:12]([CH3:15])([CH3:14])[CH3:13])=[O:10])([O:11][C:12]([CH3:15])([CH3:14])[CH3:13])=[O:10].C(N(CC)CC)C.[NH:23]1[CH2:28][CH2:27][CH:26]([CH2:29][OH:30])[CH2:25][CH2:24]1.ClCCl. The catalyst is C(OCC)(=O)C. The product is [OH:30][CH2:29][CH:26]1[CH2:27][CH2:28][N:23]([C:9]([O:11][C:12]([CH3:13])([CH3:14])[CH3:15])=[O:10])[CH2:24][CH2:25]1. The yield is 0.560. (5) The catalyst is CN(C)C=O.C(OCC)(=O)C.O1CCCC1. The yield is 0.790. The product is [CH3:15][NH:16][C:17]([N:19]1[C:27]2[C:22](=[CH:23][C:24]([O:28][C:29]3[CH:34]=[CH:33][N:32]=[C:31]([NH:35][C:36]([NH:2][CH2:3][C:4]([OH:6])=[O:5])=[O:37])[CH:30]=3)=[CH:25][CH:26]=2)[CH:21]=[CH:20]1)=[O:18]. The reactants are Cl.[NH2:2][CH2:3][C:4]([O:6]C)=[O:5].C(N(CC)CC)C.[CH3:15][NH:16][C:17]([N:19]1[C:27]2[C:22](=[CH:23][C:24]([O:28][C:29]3[CH:34]=[CH:33][N:32]=[C:31]([N:35](C(OC4C=CC=CC=4)=O)[C:36](=O)[O:37]C4C=CC=CC=4)[CH:30]=3)=[CH:25][CH:26]=2)[CH:21]=[CH:20]1)=[O:18].O.